This data is from NCI-60 drug combinations with 297,098 pairs across 59 cell lines. The task is: Regression. Given two drug SMILES strings and cell line genomic features, predict the synergy score measuring deviation from expected non-interaction effect. (1) Drug 1: CN1CCC(CC1)COC2=C(C=C3C(=C2)N=CN=C3NC4=C(C=C(C=C4)Br)F)OC. Drug 2: CN(CC1=CN=C2C(=N1)C(=NC(=N2)N)N)C3=CC=C(C=C3)C(=O)NC(CCC(=O)O)C(=O)O. Cell line: SN12C. Synergy scores: CSS=16.7, Synergy_ZIP=-8.69, Synergy_Bliss=-5.04, Synergy_Loewe=-4.35, Synergy_HSA=-2.56. (2) Drug 1: CC(C1=C(C=CC(=C1Cl)F)Cl)OC2=C(N=CC(=C2)C3=CN(N=C3)C4CCNCC4)N. Drug 2: CC1CCCC2(C(O2)CC(NC(=O)CC(C(C(=O)C(C1O)C)(C)C)O)C(=CC3=CSC(=N3)C)C)C. Cell line: SK-MEL-28. Synergy scores: CSS=-2.02, Synergy_ZIP=1.96, Synergy_Bliss=0.419, Synergy_Loewe=-8.74, Synergy_HSA=-5.05. (3) Drug 1: CN(C)C1=NC(=NC(=N1)N(C)C)N(C)C. Drug 2: CC1=C(C=C(C=C1)C(=O)NC2=CC(=CC(=C2)C(F)(F)F)N3C=C(N=C3)C)NC4=NC=CC(=N4)C5=CN=CC=C5. Cell line: PC-3. Synergy scores: CSS=-0.178, Synergy_ZIP=-0.700, Synergy_Bliss=-3.28, Synergy_Loewe=0.717, Synergy_HSA=-5.07. (4) Drug 1: CNC(=O)C1=NC=CC(=C1)OC2=CC=C(C=C2)NC(=O)NC3=CC(=C(C=C3)Cl)C(F)(F)F. Drug 2: C1=CN(C=N1)CC(O)(P(=O)(O)O)P(=O)(O)O. Cell line: HCC-2998. Synergy scores: CSS=9.10, Synergy_ZIP=-15.1, Synergy_Bliss=-27.9, Synergy_Loewe=-26.7, Synergy_HSA=-27.0. (5) Drug 1: C1=CC(=CC=C1CCCC(=O)O)N(CCCl)CCCl. Drug 2: CCN(CC)CCNC(=O)C1=C(NC(=C1C)C=C2C3=C(C=CC(=C3)F)NC2=O)C. Cell line: RPMI-8226. Synergy scores: CSS=42.7, Synergy_ZIP=-3.57, Synergy_Bliss=-6.34, Synergy_Loewe=-10.1, Synergy_HSA=-9.71. (6) Drug 1: CN1CCC(CC1)COC2=C(C=C3C(=C2)N=CN=C3NC4=C(C=C(C=C4)Br)F)OC. Drug 2: C1=NC2=C(N1)C(=S)N=CN2. Cell line: LOX IMVI. Synergy scores: CSS=29.5, Synergy_ZIP=-5.02, Synergy_Bliss=-6.76, Synergy_Loewe=-8.40, Synergy_HSA=-5.38. (7) Drug 1: CCC1=CC2CC(C3=C(CN(C2)C1)C4=CC=CC=C4N3)(C5=C(C=C6C(=C5)C78CCN9C7C(C=CC9)(C(C(C8N6C)(C(=O)OC)O)OC(=O)C)CC)OC)C(=O)OC.C(C(C(=O)O)O)(C(=O)O)O. Synergy scores: CSS=25.5, Synergy_ZIP=2.08, Synergy_Bliss=5.24, Synergy_Loewe=-43.9, Synergy_HSA=3.92. Drug 2: C1CN(P(=O)(OC1)NCCCl)CCCl. Cell line: M14.